Dataset: Full USPTO retrosynthesis dataset with 1.9M reactions from patents (1976-2016). Task: Predict the reactants needed to synthesize the given product. (1) Given the product [CH3:3][O:4][N:5]=[CH:6][C@H:7]([F:37])[C@H:8]([O:29][CH2:30][C:31]1[CH:36]=[CH:35][CH:34]=[CH:33][CH:32]=1)[C@@H:9]([Br:1])[CH2:10][O:11][CH2:12][C:13]1[CH:18]=[CH:17][CH:16]=[CH:15][CH:14]=1, predict the reactants needed to synthesize it. The reactants are: [Br-:1].[Li+].[CH3:3][O:4][N:5]=[CH:6][C@@H:7]([F:37])[C@H:8]([O:29][CH2:30][C:31]1[CH:36]=[CH:35][CH:34]=[CH:33][CH:32]=1)[C@H:9](OC1C=C(Cl)C(Cl)=CC=1Cl)[CH2:10][O:11][CH2:12][C:13]1[CH:18]=[CH:17][CH:16]=[CH:15][CH:14]=1.C(OCC)(=O)C.O. (2) The reactants are: [C:1]([C:3]1[NH:7][CH:6]=[C:5]([C:8]([O:10][CH2:11][CH3:12])=[O:9])[C:4]=1[C:13]1[CH:18]=[CH:17][C:16]([N+:19]([O-:21])=[O:20])=[C:15]([F:22])[CH:14]=1)#[N:2].[H-].[Na+].[NH2:25]OP(=O)(C1C=CC=CC=1)C1C=CC=CC=1. Given the product [NH2:25][N:7]1[C:3]([C:1]#[N:2])=[C:4]([C:13]2[CH:18]=[CH:17][C:16]([N+:19]([O-:21])=[O:20])=[C:15]([F:22])[CH:14]=2)[C:5]([C:8]([O:10][CH2:11][CH3:12])=[O:9])=[CH:6]1, predict the reactants needed to synthesize it. (3) Given the product [C:7]1([C:13]2([CH2:18][NH2:19])[CH2:17][CH2:16][CH2:15][CH2:14]2)[CH:12]=[CH:11][CH:10]=[CH:9][CH:8]=1, predict the reactants needed to synthesize it. The reactants are: [H-].[Al+3].[Li+].[H-].[H-].[H-].[C:7]1([C:13]2([C:18]#[N:19])[CH2:17][CH2:16][CH2:15][CH2:14]2)[CH:12]=[CH:11][CH:10]=[CH:9][CH:8]=1.[OH-].[Na+].O. (4) Given the product [Cl:32][CH2:31][C:30]1[O:25][C:24]([C:4]2[CH:5]=[C:6]3[C:10](=[C:2]([CH3:1])[CH:3]=2)[C:9](=[O:11])[N:8]([CH2:12][C:13]2[CH:18]=[CH:17][C:16]([O:19][C:20]([F:21])([F:22])[F:23])=[CH:15][CH:14]=2)[CH2:7]3)=[N:26][N:27]=1, predict the reactants needed to synthesize it. The reactants are: [CH3:1][C:2]1[CH:3]=[C:4]([C:24]([NH:26][NH2:27])=[O:25])[CH:5]=[C:6]2[C:10]=1[C:9](=[O:11])[N:8]([CH2:12][C:13]1[CH:18]=[CH:17][C:16]([O:19][C:20]([F:23])([F:22])[F:21])=[CH:15][CH:14]=1)[CH2:7]2.CO[C:30](OC)(OC)[CH2:31][Cl:32]. (5) Given the product [C:6](/[CH:7]=[CH:8]/[C:9]1[CH:10]=[C:11]2[C:16](=[CH:17][CH:18]=1)[N:15]=[CH:14][N:13]([C:19]1[CH:20]=[C:21]([CH:26]=[CH:27][C:28]=1[CH3:29])[C:22]([OH:24])=[O:23])[C:12]2=[O:30])([OH:31])=[O:5], predict the reactants needed to synthesize it. The reactants are: C([O:5][C:6](=[O:31])/[CH:7]=[CH:8]/[C:9]1[CH:10]=[C:11]2[C:16](=[CH:17][CH:18]=1)[N:15]=[CH:14][N:13]([C:19]1[CH:20]=[C:21]([CH:26]=[CH:27][C:28]=1[CH3:29])[C:22]([O:24]C)=[O:23])[C:12]2=[O:30])(C)(C)C.[OH-].[Na+].Cl. (6) Given the product [C:1]([O:5][C:6]([N:8]([CH3:24])[C:9]1[N:14]2[N:15]=[C:16]([C:18]([F:19])([F:20])[F:21])[CH:17]=[C:13]2[C:12]([C:22]([OH:28])=[O:23])=[CH:11][CH:10]=1)=[O:7])([CH3:4])([CH3:3])[CH3:2], predict the reactants needed to synthesize it. The reactants are: [C:1]([O:5][C:6]([N:8]([CH3:24])[C:9]1[N:14]2[N:15]=[C:16]([C:18]([F:21])([F:20])[F:19])[CH:17]=[C:13]2[C:12]([CH:22]=[O:23])=[CH:11][CH:10]=1)=[O:7])([CH3:4])([CH3:3])[CH3:2].O.O.P([O-])(O)(O)=[O:28].[Na+].CC(=CC)C.Cl([O-])=O.[Na+].[OH-].[Na+].